This data is from Peptide-MHC class I binding affinity with 185,985 pairs from IEDB/IMGT. The task is: Regression. Given a peptide amino acid sequence and an MHC pseudo amino acid sequence, predict their binding affinity value. This is MHC class I binding data. The peptide sequence is GSEEIKSLY. The MHC is HLA-B15:09 with pseudo-sequence HLA-B15:09. The binding affinity (normalized) is 0.0847.